Dataset: Catalyst prediction with 721,799 reactions and 888 catalyst types from USPTO. Task: Predict which catalyst facilitates the given reaction. (1) Reactant: [F:1][C:2]1[CH:7]=[C:6](F)[CH:5]=[C:4]([F:9])[C:3]=1[C:10](=[O:12])[CH3:11].CN(C)P(N(C)C)(N(C)C)=O.[C@H:24]12[CH2:30][C@H:27]([NH:28][CH2:29]1)[CH2:26][N:25]2[C:31]([O:33][C:34]([CH3:37])([CH3:36])[CH3:35])=[O:32].C(=O)([O-])[O-].[K+].[K+]. Product: [C:10]([C:3]1[C:2]([F:1])=[CH:7][C:6]([N:28]2[CH2:29][C@@H:24]3[CH2:30][C@H:27]2[CH2:26][N:25]3[C:31]([O:33][C:34]([CH3:37])([CH3:36])[CH3:35])=[O:32])=[CH:5][C:4]=1[F:9])(=[O:12])[CH3:11]. The catalyst class is: 27. (2) Reactant: [O:1]1[CH2:6][CH2:5][CH:4]([CH2:7][NH:8][C:9]([C:11]2[C:16]([NH:17][C:18]([C:20]3[C:29]4[C:24](=[CH:25][CH:26]=[CH:27][CH:28]=4)[C:23]([CH3:30])=[CH:22][CH:21]=3)=[O:19])=[CH:15][CH:14]=[C:13](Cl)[N:12]=2)=[O:10])[CH2:3][CH2:2]1.[CH3:32][S-:33].[Na+].O. Product: [O:1]1[CH2:6][CH2:5][CH:4]([CH2:7][NH:8][C:9]([C:11]2[C:16]([NH:17][C:18]([C:20]3[C:29]4[C:24](=[CH:25][CH:26]=[CH:27][CH:28]=4)[C:23]([CH3:30])=[CH:22][CH:21]=3)=[O:19])=[CH:15][CH:14]=[C:13]([S:33][CH3:32])[N:12]=2)=[O:10])[CH2:3][CH2:2]1. The catalyst class is: 3. (3) Product: [F:13][C:11]1([F:14])[CH2:12][N:8]([C:6]([O:5][C:1]([CH3:4])([CH3:3])[CH3:2])=[O:7])[C@H:9]([C:15](=[O:17])[NH:23][CH3:22])[CH2:10]1. The catalyst class is: 2. Reactant: [C:1]([O:5][C:6]([N:8]1[CH2:12][C:11]([F:14])([F:13])[CH2:10][C@H:9]1[C:15]([OH:17])=O)=[O:7])([CH3:4])([CH3:3])[CH3:2].Cl.CN.C[CH2:22][N:23]=C=NCCCN(C)C.C1C=NC2N(O)N=NC=2C=1. (4) Reactant: [CH3:1][C:2]1[N:7]=[C:6]([C:8]#[N:9])[CH:5]=[CH:4][CH:3]=1.O.[NH2:11][NH2:12]. Product: [CH3:1][C:2]1[N:7]=[C:6]([C:8](=[N:11][NH2:12])[NH2:9])[CH:5]=[CH:4][CH:3]=1. The catalyst class is: 8.